The task is: Predict the reactants needed to synthesize the given product.. This data is from Full USPTO retrosynthesis dataset with 1.9M reactions from patents (1976-2016). The reactants are: [C:1]([C:5]1[N:6]=[C:7]([N:16]2[CH2:20][CH2:19][C:18]([F:22])([F:21])[CH2:17]2)[C:8]2[C:9](=[N:11][N:12]([CH2:14][CH3:15])[N:13]=2)[N:10]=1)([CH3:4])([CH3:3])[CH3:2].C(C1N=C(N2CCC(F)(F)C2)C2N=NNC=2N=1)(C)(C)C.BrC[C:45]1[CH:50]=[CH:49][CH:48]=C[C:46]=1[S:51]([CH3:54])(=[O:53])=[O:52]. Given the product [C:1]([C:5]1[N:6]=[C:7]([N:16]2[CH2:20][CH2:19][C:18]([F:21])([F:22])[CH2:17]2)[C:8]2[C:9](=[N:11][N:12]([CH2:14][C:15]3[CH:48]=[CH:49][CH:50]=[CH:45][C:46]=3[S:51]([CH3:54])(=[O:53])=[O:52])[N:13]=2)[N:10]=1)([CH3:2])([CH3:3])[CH3:4], predict the reactants needed to synthesize it.